From a dataset of Experimentally validated miRNA-target interactions with 360,000+ pairs, plus equal number of negative samples. Binary Classification. Given a miRNA mature sequence and a target amino acid sequence, predict their likelihood of interaction. (1) The miRNA is hsa-miR-4698 with sequence UCAAAAUGUAGAGGAAGACCCCA. The protein sequence of the target gene is MDRAPTEQNVKLSAEVEPFIPQKKSPDTFMIPMALPNDNGSVSGVEPTPIPSYLITCYPFVQENQSNRQFPLYNNDIRWQQPNPNPTGPYFAYPIISAQPPVSTEYTYYQLMPAPCAQVMGFYHPFPTPYSNTFQAANTVNAITTECTERPSQLGQVFPLSSHRSRNSNRGSVVPKQQLLQQHIKSKRPLVKNVATQKETNAAGPDSRSKIVLLVDASQQTDFPSDIANKSLSETTATMLWKSKGRRRRASHPTAESSSEQGASEADIDSDSGYCSPKHSNNQPAAGALRNPDSGTMNHV.... Result: 1 (interaction). (2) Result: 1 (interaction). The protein sequence of the target gene is METSASSSQPQDNSQVHRETEDVDYGETDFHKQDGKAGLFSQEQYERNKSSSSSSSSSSSSSSSSSSSSSESNDEDQQPRATGKHRRSLGAGYPHGNGSPGPGHGEPDVLKDELQLYGDAPGEVVPSGESGLRRRGSDPASGEVEASQLRRLNIKKDDEFFHFVLLCFAIGALLVCYHYYADWFMSLGVGLLTFASLETVGIYFGLVYRIHSVLQGFIPLFQKFRLTGFRKTD. The miRNA is hsa-miR-3652 with sequence CGGCUGGAGGUGUGAGGA. (3) The miRNA is hsa-miR-34b-3p with sequence CAAUCACUAACUCCACUGCCAU. The protein sequence of the target gene is MWTLVGRGWGCARALAPRATGAALLVAPGPRSAPTLGAAPESWATDRLYSSAEFKEKLDMSRFPVENIRNFSIVAHVDHGKSTLADRLLELTGTIDKTKNNKQVLDKLQVERERGITVKAQTASLFYNCEGKQYLLNLIDTPGHVDFSYEVSRSLSACQGVLLVVDANEGIQAQTVANFFLAFEAQLSVIPVINKIDLKNADPERVENQIEKVFDIPSDECIKISAKLGTNVESVLQAIIERIPPPKVHRKNPLRALVFDSTFDQYRGVIANVALFDGVVSKGDKIVSAHTQKTYEVNEV.... Result: 1 (interaction).